Dataset: NCI-60 drug combinations with 297,098 pairs across 59 cell lines. Task: Regression. Given two drug SMILES strings and cell line genomic features, predict the synergy score measuring deviation from expected non-interaction effect. (1) Drug 1: CC(C)(C#N)C1=CC(=CC(=C1)CN2C=NC=N2)C(C)(C)C#N. Drug 2: CC(C)NC(=O)C1=CC=C(C=C1)CNNC.Cl. Cell line: M14. Synergy scores: CSS=-3.69, Synergy_ZIP=-1.93, Synergy_Bliss=-8.63, Synergy_Loewe=-7.24, Synergy_HSA=-9.04. (2) Drug 1: CC1=C2C(C(=O)C3(C(CC4C(C3C(C(C2(C)C)(CC1OC(=O)C(C(C5=CC=CC=C5)NC(=O)OC(C)(C)C)O)O)OC(=O)C6=CC=CC=C6)(CO4)OC(=O)C)OC)C)OC. Drug 2: CS(=O)(=O)OCCCCOS(=O)(=O)C. Cell line: CAKI-1. Synergy scores: CSS=44.8, Synergy_ZIP=-1.16, Synergy_Bliss=-2.34, Synergy_Loewe=2.58, Synergy_HSA=3.59. (3) Drug 1: CC1=C(C(CCC1)(C)C)C=CC(=CC=CC(=CC(=O)O)C)C. Drug 2: CC1C(C(CC(O1)OC2CC(OC(C2O)C)OC3=CC4=CC5=C(C(=O)C(C(C5)C(C(=O)C(C(C)O)O)OC)OC6CC(C(C(O6)C)O)OC7CC(C(C(O7)C)O)OC8CC(C(C(O8)C)O)(C)O)C(=C4C(=C3C)O)O)O)O. Cell line: T-47D. Synergy scores: CSS=41.8, Synergy_ZIP=0.649, Synergy_Bliss=2.63, Synergy_Loewe=1.52, Synergy_HSA=1.80. (4) Drug 1: COCCOC1=C(C=C2C(=C1)C(=NC=N2)NC3=CC=CC(=C3)C#C)OCCOC.Cl. Drug 2: B(C(CC(C)C)NC(=O)C(CC1=CC=CC=C1)NC(=O)C2=NC=CN=C2)(O)O. Cell line: LOX IMVI. Synergy scores: CSS=29.8, Synergy_ZIP=1.23, Synergy_Bliss=0.987, Synergy_Loewe=-32.2, Synergy_HSA=-0.473. (5) Drug 1: CN1CCC(CC1)COC2=C(C=C3C(=C2)N=CN=C3NC4=C(C=C(C=C4)Br)F)OC. Drug 2: CC1C(C(CC(O1)OC2CC(CC3=C2C(=C4C(=C3O)C(=O)C5=CC=CC=C5C4=O)O)(C(=O)C)O)N)O. Cell line: SNB-19. Synergy scores: CSS=40.3, Synergy_ZIP=3.28, Synergy_Bliss=5.89, Synergy_Loewe=-13.4, Synergy_HSA=6.74. (6) Drug 1: C1=NC2=C(N1)C(=S)N=CN2. Drug 2: C1C(C(OC1N2C=NC3=C2NC=NCC3O)CO)O. Cell line: HOP-62. Synergy scores: CSS=50.5, Synergy_ZIP=-0.147, Synergy_Bliss=2.36, Synergy_Loewe=-11.7, Synergy_HSA=2.63. (7) Drug 1: CN(C(=O)NC(C=O)C(C(C(CO)O)O)O)N=O. Drug 2: C1CCC(C(C1)N)N.C(=O)(C(=O)[O-])[O-].[Pt+4]. Cell line: OVCAR-4. Synergy scores: CSS=1.32, Synergy_ZIP=-1.96, Synergy_Bliss=-1.18, Synergy_Loewe=-8.81, Synergy_HSA=-2.20.